From a dataset of Full USPTO retrosynthesis dataset with 1.9M reactions from patents (1976-2016). Predict the reactants needed to synthesize the given product. (1) Given the product [CH3:27][O:9][C:8]([C:7]1[C:6]([CH3:11])=[CH:5][C:4]([C:12]2[CH:17]=[CH:16][CH:15]=[C:14]([C:18]([F:19])([F:20])[F:21])[CH:13]=2)=[CH:3][C:2]=1[OH:1])=[O:10], predict the reactants needed to synthesize it. The reactants are: [OH:1][C:2]1[CH:3]=[C:4]([C:12]2[CH:17]=[CH:16][CH:15]=[C:14]([C:18]([F:21])([F:20])[F:19])[CH:13]=2)[CH:5]=[C:6]([CH3:11])[C:7]=1[C:8]([OH:10])=[O:9].S(=O)(=O)(O)O.[CH3:27]O. (2) Given the product [C:2]([O:6][C:7](=[O:8])[NH:9][CH:10]1[CH2:14][CH2:13][N:12]([C:15]([N:17]2[CH2:18][CH2:33][C:28]3[N:27]=[CH:26][C:25]([C:24]([F:36])([F:35])[F:23])=[CH:34][C:20]=3[CH2:21]2)=[O:16])[CH2:11]1)([CH3:3])([CH3:4])[CH3:5], predict the reactants needed to synthesize it. The reactants are: [I-].[C:2]([O:6][C:7]([NH:9][CH:10]1[CH2:14][CH2:13][N:12]([C:15]([N:17]2[CH:21]=[CH:20][N+](C)=[CH:18]2)=[O:16])[CH2:11]1)=[O:8])([CH3:5])([CH3:4])[CH3:3].[F:23][C:24]([F:36])([F:35])[C:25]1[CH:26]=[N:27][C:28]2CCNC[C:33]=2[CH:34]=1.CCN(CC)CC. (3) Given the product [CH2:16]([O:23][C:24]1[CH:29]=[CH:28][C:27]([C:2]2[C:3]3[C:8]([N:9]=[C:10]4[C:15]=2[CH2:14][CH2:13][CH2:12][CH2:11]4)=[CH:7][CH:6]=[CH:5][CH:4]=3)=[CH:26][CH:25]=1)[C:17]1[CH:22]=[CH:21][CH:20]=[CH:19][CH:18]=1, predict the reactants needed to synthesize it. The reactants are: Cl[C:2]1[C:3]2[C:8]([N:9]=[C:10]3[C:15]=1[CH2:14][CH2:13][CH2:12][CH2:11]3)=[CH:7][CH:6]=[CH:5][CH:4]=2.[CH2:16]([O:23][C:24]1[CH:29]=[CH:28][C:27](B(O)O)=[CH:26][CH:25]=1)[C:17]1[CH:22]=[CH:21][CH:20]=[CH:19][CH:18]=1.C([O-])([O-])=O.[Na+].[Na+].